This data is from Tox21: 12 toxicity assays (nuclear receptors and stress response pathways). The task is: Binary classification across 12 toxicity assays. (1) The compound is CC(=O)O[C@H]1CC[C@@]2(C)C(=CC[C@H]3[C@@H]4CC[C@H](C(C)=O)[C@@]4(C)CC[C@@H]32)C1. It tested positive (active) for: NR-AR (Androgen Receptor agonist activity), and NR-ER-LBD (Estrogen Receptor Ligand Binding Domain agonist). (2) The drug is CCCN(CCC)C(=O)C(CCC(=O)OCCCN1CCN(CCOC(=O)Cc2c(C)n(C(=O)c3ccc(Cl)cc3)c3ccc(OC)cc23)CC1)NC(=O)c1ccccc1. It tested positive (active) for: NR-AhR (Aryl hydrocarbon Receptor agonist activity), NR-ER (Estrogen Receptor agonist activity), and NR-ER-LBD (Estrogen Receptor Ligand Binding Domain agonist). (3) The molecule is CCCC(Cn1cncn1)c1ccc(Cl)cc1Cl. It tested positive (active) for: NR-Aromatase (Aromatase enzyme inhibition), and SR-ARE (Antioxidant Response Element (oxidative stress)). (4) The drug is O=C1Nc2ccccc2C1(c1ccc(O)cc1)c1ccc(O)cc1. It tested positive (active) for: SR-p53 (p53 tumor suppressor activation).